This data is from Forward reaction prediction with 1.9M reactions from USPTO patents (1976-2016). The task is: Predict the product of the given reaction. (1) The product is: [CH3:13][C:14]([S:17](/[N:19]=[CH:9]\[C:6]1[CH:5]=[N:4][C:3]([C:2]([F:12])([F:11])[F:1])=[N:8][CH:7]=1)=[O:18])([CH3:16])[CH3:15]. Given the reactants [F:1][C:2]([F:12])([F:11])[C:3]1[N:8]=[CH:7][C:6]([CH:9]=O)=[CH:5][N:4]=1.[CH3:13][C:14]([S@:17]([NH2:19])=[O:18])([CH3:16])[CH3:15], predict the reaction product. (2) The product is: [Cl:26][C:15]1[N:14]=[C:13]([C:4]2[CH:5]=[CH:6][C:7]([O:8][C:9]([F:12])([F:11])[F:10])=[CH:2][CH:3]=2)[CH:22]=[C:21]2[C:16]=1[CH:17]=[CH:18][CH:19]=[N:20]2. Given the reactants F[C:2]1[CH:3]=[C:4]([C:13]2[N:14]=[C:15](O)[C:16]3[CH:17]=[CH:18][CH:19]=[N:20][C:21]=3[CH:22]=2)[CH:5]=[CH:6][C:7]=1[O:8][C:9]([F:12])([F:11])[F:10].P(Cl)(Cl)([Cl:26])=O, predict the reaction product. (3) The product is: [C:7]([O:10][C:11]1[CH:19]=[CH:18][CH:17]=[CH:16][C:12]=1[C:13]([NH:20][C:21]1[CH:33]=[C:32]([CH2:34][CH2:35][C:36]2[CH:37]=[CH:38][CH:39]=[CH:40][CH:41]=2)[CH:31]=[CH:30][C:22]=1[C:23]([O:25][C:26]([CH3:29])([CH3:28])[CH3:27])=[O:24])=[O:15])(=[O:9])[CH3:8]. Given the reactants C(Cl)(=O)C(Cl)=O.[C:7]([O:10][C:11]1[CH:19]=[CH:18][CH:17]=[CH:16][C:12]=1[C:13]([OH:15])=O)(=[O:9])[CH3:8].[NH2:20][C:21]1[CH:33]=[C:32]([CH2:34][CH2:35][C:36]2[CH:41]=[CH:40][CH:39]=[CH:38][CH:37]=2)[CH:31]=[CH:30][C:22]=1[C:23]([O:25][C:26]([CH3:29])([CH3:28])[CH3:27])=[O:24].C(=O)([O-])O.[Na+], predict the reaction product.